This data is from Peptide-MHC class II binding affinity with 134,281 pairs from IEDB. The task is: Regression. Given a peptide amino acid sequence and an MHC pseudo amino acid sequence, predict their binding affinity value. This is MHC class II binding data. (1) The peptide sequence is EEDIEIIPIQEEEK. The MHC is HLA-DPA10201-DPB10101 with pseudo-sequence HLA-DPA10201-DPB10101. The binding affinity (normalized) is 0.524. (2) The peptide sequence is TVDSIGMLPRFT. The MHC is DRB1_1101 with pseudo-sequence DRB1_1101. The binding affinity (normalized) is 0.170. (3) The peptide sequence is YDKFLANVSSVLTGK. The MHC is DRB1_0802 with pseudo-sequence DRB1_0802. The binding affinity (normalized) is 0.749.